Predict the product of the given reaction. From a dataset of Forward reaction prediction with 1.9M reactions from USPTO patents (1976-2016). (1) Given the reactants [CH3:1][S:2](Cl)(=[O:4])=[O:3].[C:6]1([C:36]2[CH:41]=[CH:40][CH:39]=[CH:38][CH:37]=2)[CH:11]=[CH:10][C:9]([CH2:12][CH2:13][CH:14]([O:26][CH2:27][C:28]2[CH:33]=[CH:32][C:31]([O:34][CH3:35])=[CH:30][CH:29]=2)[CH:15]([CH2:23][CH2:24][OH:25])[C:16]([O:18][C:19]([CH3:22])([CH3:21])[CH3:20])=[O:17])=[CH:8][CH:7]=1.C(N(CC)CC)C, predict the reaction product. The product is: [C:6]1([C:36]2[CH:37]=[CH:38][CH:39]=[CH:40][CH:41]=2)[CH:7]=[CH:8][C:9]([CH2:12][CH2:13][CH:14]([O:26][CH2:27][C:28]2[CH:29]=[CH:30][C:31]([O:34][CH3:35])=[CH:32][CH:33]=2)[CH:15]([CH2:23][CH2:24][O:25][S:2]([CH3:1])(=[O:4])=[O:3])[C:16]([O:18][C:19]([CH3:22])([CH3:21])[CH3:20])=[O:17])=[CH:10][CH:11]=1. (2) Given the reactants [Cl:1][C:2]1[CH:7]=[C:6]([Cl:8])[CH:5]=[CH:4][C:3]=1[N:9]1[C:13]([C:14]2[CH:19]=[CH:18][C:17]([F:20])=[CH:16][CH:15]=2)=[C:12]([CH3:21])[C:11]([C:22](O)=O)=[N:10]1.[CH3:25][C:26]([NH:31][CH3:32])([CH3:30])[C:27]([NH2:29])=[O:28], predict the reaction product. The product is: [Cl:1][C:2]1[CH:7]=[C:6]([Cl:8])[CH:5]=[CH:4][C:3]=1[N:9]1[C:13]([C:14]2[CH:15]=[CH:16][C:17]([F:20])=[CH:18][CH:19]=2)=[C:12]([CH3:21])[C:11]([C:22]2[N:31]([CH3:32])[C:26]([CH3:30])([CH3:25])[C:27](=[O:28])[N:29]=2)=[N:10]1. (3) Given the reactants [Cl:1][C:2]1[C:3]([C:22]2[S:26][C:25]([C:27]3([OH:31])[CH2:30][CH2:29][CH2:28]3)=[N:24][CH:23]=2)=[C:4]2[CH:10]=[C:9](I)[N:8](S(C3C=CC(C)=CC=3)(=O)=O)[C:5]2=[N:6][CH:7]=1.[C:32]([C:34]1[CH:35]=[C:36](B(O)O)[CH:37]=[CH:38][CH:39]=1)#[N:33].C(=O)(O)[O-].[Mg].[Cl-].[NH4+], predict the reaction product. The product is: [Cl:1][C:2]1[C:3]([C:22]2[S:26][C:25]([C:27]3([OH:31])[CH2:28][CH2:29][CH2:30]3)=[N:24][CH:23]=2)=[C:4]2[CH:10]=[C:9]([C:38]3[CH:39]=[C:34]([CH:35]=[CH:36][CH:37]=3)[C:32]#[N:33])[NH:8][C:5]2=[N:6][CH:7]=1. (4) Given the reactants [C@@H:1]1([N:13]2[CH2:18][CH:17]=[C:16]([C:19]3[C:27]4[C:22](=[CH:23][CH:24]=[C:25]([N+:28]#[C-:29])[CH:26]=4)[N:21]([CH2:30][CH:31]4[CH2:33][O:32]4)[CH:20]=3)[CH2:15][CH2:14]2)[C:11]2=[C:12]3[C:7](=[CH:8][CH:9]=[CH:10]2)[CH:6]=[CH:5][CH:4]=[C:3]3[CH2:2]1.[CH3:34][NH2:35], predict the reaction product. The product is: [C@H:1]1([N:13]2[CH2:18][CH:17]=[C:16]([C:19]3[C:27]4[C:22](=[CH:23][CH:24]=[C:25]([N+:28]#[C-:29])[CH:26]=4)[N:21]([CH2:30][CH:31]([OH:32])[CH2:33][NH:35][CH3:34])[CH:20]=3)[CH2:15][CH2:14]2)[C:11]2=[C:12]3[C:7](=[CH:8][CH:9]=[CH:10]2)[CH:6]=[CH:5][CH:4]=[C:3]3[CH2:2]1. (5) Given the reactants Br[C:2]1[CH:3]=[CH:4][C:5]([C:8]([N:10]([O:12][CH3:13])[CH3:11])=[O:9])=[N:6][CH:7]=1.[Cl:14][C:15]1[CH:20]=[CH:19][C:18](B(O)O)=[CH:17][CH:16]=1.C(=O)([O-])[O-].[Na+].[Na+].C1(C)C=CC=CC=1, predict the reaction product. The product is: [Cl:14][C:15]1[CH:20]=[CH:19][C:18]([C:2]2[CH:3]=[CH:4][C:5]([C:8]([N:10]([O:12][CH3:13])[CH3:11])=[O:9])=[N:6][CH:7]=2)=[CH:17][CH:16]=1. (6) Given the reactants [I:1][CH2:2][C:3]1[N:4]=C(C2C=CC(C)=CC=2)O[C:7]=1[C:8]1C=CC=C[CH:9]=1.CC(=NO)C(=O)CC.[CH:29]([C:32]1[CH:39]=[CH:38][C:35]([CH:36]=[O:37])=[CH:34][CH:33]=1)([CH3:31])[CH3:30], predict the reaction product. The product is: [CH2:8]([C:7]1[O:37][C:36]([C:35]2[CH:34]=[CH:33][C:32]([CH:29]([CH3:31])[CH3:30])=[CH:39][CH:38]=2)=[N:4][C:3]=1[CH2:2][I:1])[CH3:9]. (7) Given the reactants [C:1]([C:3]1[CH:4]=[C:5]([C:11]2[CH:12]=[C:13]3[C:17](=[C:18]([C:20]([NH2:22])=[O:21])[CH:19]=2)[NH:16][CH:15]=[C:14]3[CH:23]2[CH2:28][CH2:27][N:26]([S:29]([CH2:32][CH3:33])(=[O:31])=[O:30])[CH2:25][CH2:24]2)[CH:6]=[C:7]([CH:9]=O)[CH:8]=1)#[N:2].[F:34][C:35]([F:39])([F:38])[CH2:36][NH2:37].C(O[BH-](OC(=O)C)OC(=O)C)(=[O:42])C.[Na+].[CH3:54][OH:55], predict the reaction product. The product is: [F:34][C:35]([F:39])([F:38])[C:54]([OH:42])=[O:55].[C:1]([C:3]1[CH:4]=[C:5]([C:11]2[CH:12]=[C:13]3[C:17](=[C:18]([C:20]([NH2:22])=[O:21])[CH:19]=2)[NH:16][CH:15]=[C:14]3[CH:23]2[CH2:28][CH2:27][N:26]([S:29]([CH2:32][CH3:33])(=[O:30])=[O:31])[CH2:25][CH2:24]2)[CH:6]=[C:7]([CH2:9][NH:37][CH2:36][C:35]([F:39])([F:38])[F:34])[CH:8]=1)#[N:2].